Predict which catalyst facilitates the given reaction. From a dataset of Catalyst prediction with 721,799 reactions and 888 catalyst types from USPTO. (1) Reactant: [Cl:1][C:2]1[N:7]=[C:6]([CH3:8])[C:5]([NH2:9])=[CH:4][N:3]=1.[C:10](OC(=O)C)(=[O:12])[CH3:11]. Product: [Cl:1][C:2]1[N:7]=[C:6]([CH3:8])[C:5]([NH:9][C:10](=[O:12])[CH3:11])=[CH:4][N:3]=1. The catalyst class is: 15. (2) Reactant: [NH:1]1[CH2:6][CH2:5][O:4][CH2:3][CH2:2]1.[C:7]([O:12][C:13]([CH3:16])([CH3:15])[CH3:14])(=[O:11])/[CH:8]=[CH:9]/[CH3:10]. Product: [O:4]1[CH2:5][CH2:6][N:1]([CH:9]([CH3:10])[CH2:8][C:7]([O:12][C:13]([CH3:16])([CH3:15])[CH3:14])=[O:11])[CH2:2][CH2:3]1. The catalyst class is: 6.